This data is from Full USPTO retrosynthesis dataset with 1.9M reactions from patents (1976-2016). The task is: Predict the reactants needed to synthesize the given product. (1) Given the product [Cl:32][CH2:2][C:3]1[N:4]=[C:5]([C:8]2[CH:9]=[C:10]([C:14]3[CH2:20][C:19](=[O:21])[NH:18][C:17]4[CH:22]=[C:23]([N:26]5[CH:30]=[CH:29][CH:28]=[CH:27]5)[CH:24]=[CH:25][C:16]=4[N:15]=3)[CH:11]=[CH:12][CH:13]=2)[O:6][CH:7]=1, predict the reactants needed to synthesize it. The reactants are: O[CH2:2][C:3]1[N:4]=[C:5]([C:8]2[CH:9]=[C:10]([C:14]3[CH2:20][C:19](=[O:21])[NH:18][C:17]4[CH:22]=[C:23]([N:26]5[CH:30]=[CH:29][CH:28]=[CH:27]5)[CH:24]=[CH:25][C:16]=4[N:15]=3)[CH:11]=[CH:12][CH:13]=2)[O:6][CH:7]=1.C(Cl)[Cl:32]. (2) Given the product [O:34]=[S:2]1(=[O:1])[C:8]2[CH:9]=[CH:10][CH:11]=[CH:12][C:7]=2[CH2:6][N:5]([C:13]2[CH:22]=[C:21]([N:23]3[CH2:27][CH2:26][C:25]([CH3:28])([NH2:29])[CH2:24]3)[C:20]3[C:15](=[CH:16][CH:17]=[C:18]([CH3:33])[CH:19]=3)[N:14]=2)[CH2:4][CH2:3]1, predict the reactants needed to synthesize it. The reactants are: [O:1]=[S:2]1(=[O:34])[C:8]2[CH:9]=[CH:10][CH:11]=[CH:12][C:7]=2[CH2:6][N:5]([C:13]2[CH:22]=[C:21]([N:23]3[CH2:27][CH2:26][C:25]([NH:29]C(=O)C)([CH3:28])[CH2:24]3)[C:20]3[C:15](=[CH:16][CH:17]=[C:18]([CH3:33])[CH:19]=3)[N:14]=2)[CH2:4][CH2:3]1.Cl.C(=O)([O-])[O-].[K+].[K+]. (3) Given the product [NH2:23][C:20]1[N:21]=[CH:22][C:17]([C:3]2[CH:4]=[CH:5][C:6]([C:25]3[C:26]([S:31]([NH:34][C@@H:35]4[CH2:40][CH2:39][CH2:38][CH2:37][C@H:36]4[OH:41])(=[O:32])=[O:33])=[CH:27][CH:28]=[CH:29][CH:30]=3)=[CH:7][C:2]=2[F:1])=[CH:18][N:19]=1, predict the reactants needed to synthesize it. The reactants are: [F:1][C:2]1[CH:7]=[C:6](B2OC(C)(C)C(C)(C)O2)[CH:5]=[CH:4][C:3]=1[C:17]1[CH:18]=[N:19][C:20]([NH2:23])=[N:21][CH:22]=1.Br[C:25]1[CH:30]=[CH:29][CH:28]=[CH:27][C:26]=1[S:31]([NH:34][C@@H:35]1[CH2:40][CH2:39][CH2:38][CH2:37][C@H:36]1[OH:41])(=[O:33])=[O:32]. (4) Given the product [CH3:1][O:2][C:3]1[CH:4]=[C:5]([N:11]2[CH2:12][CH2:13][N:14]([C:27]([C:26]3[NH:25][CH:24]=[N:23][C:22]=3[C:21]3[CH:20]=[CH:36][CH:35]=[CH:34][CH:39]=3)=[O:29])[CH2:15][CH2:16]2)[CH:6]=[C:7]([O:9][CH3:10])[CH:8]=1, predict the reactants needed to synthesize it. The reactants are: [CH3:1][O:2][C:3]1[CH:4]=[C:5]([N:11]2[CH2:16][CH2:15][NH:14][CH2:13][CH2:12]2)[CH:6]=[C:7]([O:9][CH3:10])[CH:8]=1.Cl.CN(C)[CH2:20][CH2:21][CH2:22][N:23]=[C:24]=[N:25][CH2:26][CH3:27].[OH2:29].ON1[C:35]2[CH:36]=CC=[CH:39][C:34]=2N=N1. (5) Given the product [CH2:16]([O:23][C:24]1[CH:25]=[CH:26][C:27]([CH2:28][N:14]2[N:13]=[N:12][C:11]([C:7]3[C:8]([NH2:10])=[N:9][C:4]([CH2:3][O:2][CH3:1])=[CH:5][CH:6]=3)=[N:15]2)=[CH:30][CH:31]=1)[C:17]1[CH:18]=[CH:19][CH:20]=[CH:21][CH:22]=1, predict the reactants needed to synthesize it. The reactants are: [CH3:1][O:2][CH2:3][C:4]1[N:9]=[C:8]([NH2:10])[C:7]([C:11]2[N:12]=[N:13][NH:14][N:15]=2)=[CH:6][CH:5]=1.[CH2:16]([O:23][C:24]1[CH:31]=[CH:30][C:27]([CH2:28]Cl)=[CH:26][CH:25]=1)[C:17]1[CH:22]=[CH:21][CH:20]=[CH:19][CH:18]=1.[I-].[Na+].[H-].[Na+]. (6) Given the product [NH2:1][C:2]1[C:3]([C:10]([O:12][CH3:13])=[O:11])=[N:4][C:5]([C:16]2[CH:17]=[CH:18][CH:19]=[CH:20][C:15]=2[F:14])=[C:6]([F:8])[CH:7]=1, predict the reactants needed to synthesize it. The reactants are: [NH2:1][C:2]1[C:3]([C:10]([O:12][CH3:13])=[O:11])=[N:4][C:5](Br)=[C:6]([F:8])[CH:7]=1.[F:14][C:15]1[CH:20]=[CH:19][CH:18]=[CH:17][C:16]=1B(O)O. (7) Given the product [CH2:13]([O:12][C:10]([C:3]1[N+:2]([O-:23])=[CH:1][C:6]2[CH2:7][CH2:8][CH2:9][C:5]=2[CH:4]=1)=[O:11])[CH3:14], predict the reactants needed to synthesize it. The reactants are: [CH:1]1[C:6]2[CH2:7][CH2:8][CH2:9][C:5]=2[CH:4]=[C:3]([C:10]([O:12][CH2:13][CH3:14])=[O:11])[N:2]=1.C1C=C(Cl)C=C(C(OO)=[O:23])C=1. (8) Given the product [CH2:9]([NH:16][C:18]1[CH:23]=[CH:22][C:21]([O:24][CH3:25])=[CH:20][CH:19]=1)[C:10]1[CH:15]=[CH:14][CH:13]=[CH:12][CH:11]=1, predict the reactants needed to synthesize it. The reactants are: [O-]P([O-])([O-])=O.[K+].[K+].[K+].[CH2:9]([NH2:16])[C:10]1[CH:15]=[CH:14][CH:13]=[CH:12][CH:11]=1.I[C:18]1[CH:23]=[CH:22][C:21]([O:24][CH3:25])=[CH:20][CH:19]=1.C(O)CO.